Dataset: NCI-60 drug combinations with 297,098 pairs across 59 cell lines. Task: Regression. Given two drug SMILES strings and cell line genomic features, predict the synergy score measuring deviation from expected non-interaction effect. (1) Drug 1: CCC1=CC2CC(C3=C(CN(C2)C1)C4=CC=CC=C4N3)(C5=C(C=C6C(=C5)C78CCN9C7C(C=CC9)(C(C(C8N6C)(C(=O)OC)O)OC(=O)C)CC)OC)C(=O)OC.C(C(C(=O)O)O)(C(=O)O)O. Drug 2: C1=C(C(=O)NC(=O)N1)N(CCCl)CCCl. Cell line: SW-620. Synergy scores: CSS=54.5, Synergy_ZIP=-3.70, Synergy_Bliss=-5.33, Synergy_Loewe=-22.6, Synergy_HSA=-2.68. (2) Drug 1: CNC(=O)C1=CC=CC=C1SC2=CC3=C(C=C2)C(=NN3)C=CC4=CC=CC=N4. Synergy scores: CSS=48.6, Synergy_ZIP=-3.01, Synergy_Bliss=-2.76, Synergy_Loewe=-27.0, Synergy_HSA=-0.541. Cell line: HL-60(TB). Drug 2: CCC1=C2CN3C(=CC4=C(C3=O)COC(=O)C4(CC)O)C2=NC5=C1C=C(C=C5)O. (3) Drug 1: CNC(=O)C1=NC=CC(=C1)OC2=CC=C(C=C2)NC(=O)NC3=CC(=C(C=C3)Cl)C(F)(F)F. Drug 2: C1=NC2=C(N1)C(=S)N=CN2. Cell line: SW-620. Synergy scores: CSS=-1.09, Synergy_ZIP=-3.31, Synergy_Bliss=-2.76, Synergy_Loewe=-41.9, Synergy_HSA=-17.5. (4) Drug 1: CCC1=CC2CC(C3=C(CN(C2)C1)C4=CC=CC=C4N3)(C5=C(C=C6C(=C5)C78CCN9C7C(C=CC9)(C(C(C8N6C)(C(=O)OC)O)OC(=O)C)CC)OC)C(=O)OC.C(C(C(=O)O)O)(C(=O)O)O. Drug 2: C(CCl)NC(=O)N(CCCl)N=O. Cell line: SNB-19. Synergy scores: CSS=11.1, Synergy_ZIP=-0.0582, Synergy_Bliss=0.755, Synergy_Loewe=-24.4, Synergy_HSA=-0.228. (5) Drug 1: CC(C)CN1C=NC2=C1C3=CC=CC=C3N=C2N. Drug 2: N.N.Cl[Pt+2]Cl. Cell line: HL-60(TB). Synergy scores: CSS=48.2, Synergy_ZIP=0.143, Synergy_Bliss=-2.57, Synergy_Loewe=4.86, Synergy_HSA=0.416.